From a dataset of Full USPTO retrosynthesis dataset with 1.9M reactions from patents (1976-2016). Predict the reactants needed to synthesize the given product. Given the product [Cl:26][C:19]1[C:20]([O:24][CH3:25])=[CH:21][CH:22]=[C:23]2[C:18]=1[N:17]=[C:16]([C:27]1[S:28][CH:29]=[C:30]([CH:32]([CH3:34])[CH3:33])[N:31]=1)[CH:15]=[C:14]2[O:13][C@@H:11]1[CH2:12][N:8]([C:6]([O:5][C:1]([CH3:3])([CH3:2])[CH3:4])=[O:7])[C@H:9]([C:35](=[O:37])[N:72]([CH2:73][CH2:74][CH2:75][CH2:76][CH:77]=[CH2:78])[CH3:71])[CH2:10]1, predict the reactants needed to synthesize it. The reactants are: [C:1]([O:5][C:6]([N:8]1[CH2:12][C@@H:11]([O:13][C:14]2[C:23]3[C:18](=[C:19]([Cl:26])[C:20]([O:24][CH3:25])=[CH:21][CH:22]=3)[N:17]=[C:16]([C:27]3[S:28][CH:29]=[C:30]([CH:32]([CH3:34])[CH3:33])[N:31]=3)[CH:15]=2)[CH2:10][C@H:9]1[C:35]([OH:37])=O)=[O:7])([CH3:4])([CH3:3])[CH3:2].F[B-](F)(F)F.N1(OC(N(C)C)=[N+](C)C)C2C=CC=CC=2N=N1.S(C1C=CC(C)=CC=1)(O)(=O)=O.[CH3:71][NH:72][CH2:73][CH2:74][CH2:75][CH2:76][CH:77]=[CH:78]C.C(N(C(C)C)CC)(C)C.